From a dataset of NCI-60 drug combinations with 297,098 pairs across 59 cell lines. Regression. Given two drug SMILES strings and cell line genomic features, predict the synergy score measuring deviation from expected non-interaction effect. Drug 1: C1CCC(C1)C(CC#N)N2C=C(C=N2)C3=C4C=CNC4=NC=N3. Drug 2: C1CN(CCN1C(=O)CCBr)C(=O)CCBr. Cell line: LOX IMVI. Synergy scores: CSS=29.4, Synergy_ZIP=-8.15, Synergy_Bliss=1.21, Synergy_Loewe=4.20, Synergy_HSA=5.26.